The task is: Regression. Given a peptide amino acid sequence and an MHC pseudo amino acid sequence, predict their binding affinity value. This is MHC class II binding data.. This data is from Peptide-MHC class II binding affinity with 134,281 pairs from IEDB. (1) The peptide sequence is LVGPTPVNIIGRNLMTQIGC. The MHC is DRB1_0901 with pseudo-sequence DRB1_0901. The binding affinity (normalized) is 0.163. (2) The peptide sequence is PVGEIYKRWIIMGLN. The MHC is DRB1_0301 with pseudo-sequence DRB1_0301. The binding affinity (normalized) is 0. (3) The peptide sequence is VALRTAVASVLSATV. The MHC is HLA-DQA10101-DQB10501 with pseudo-sequence HLA-DQA10101-DQB10501. The binding affinity (normalized) is 0.0687. (4) The binding affinity (normalized) is 0.254. The peptide sequence is LECFVRSTPASFEKK. The MHC is H-2-IAb with pseudo-sequence H-2-IAb. (5) The peptide sequence is GELQIVDKIDAMFKI. The MHC is DRB1_1101 with pseudo-sequence DRB1_1101. The binding affinity (normalized) is 0.491.